From a dataset of Reaction yield outcomes from USPTO patents with 853,638 reactions. Predict the reaction yield, written as a fraction of the theoretical maximum amount of product (1.0 means a 100% yield; for example, 0.34 means a 34% yield). (1) The reactants are [CH2:1]([C:5]1[O:9][N:8]=[C:7]([C:10]([O:12][CH3:13])=[O:11])[CH:6]=1)[CH:2]([CH3:4])[CH3:3].[I:14]N1C(=O)CCC1=O. The catalyst is C(O)(C(F)(F)F)=O. The product is [I:14][C:6]1[C:7]([C:10]([O:12][CH3:13])=[O:11])=[N:8][O:9][C:5]=1[CH2:1][CH:2]([CH3:4])[CH3:3]. The yield is 0.780. (2) The reactants are C([O:4][C:5]1[C:6]([N:15]2[CH2:20][CH2:19][O:18][CH2:17][CH2:16]2)=[N:7][CH:8]=[C:9]2[C:14]=1[N:13]=[CH:12][CH:11]=[CH:10]2)(C)C.B(Cl)(Cl)[Cl:22].CO. The catalyst is ClCCl. The product is [ClH:22].[N:15]1([C:6]2[C:5]([OH:4])=[C:14]3[C:9]([CH:10]=[CH:11][CH:12]=[N:13]3)=[CH:8][N:7]=2)[CH2:16][CH2:17][O:18][CH2:19][CH2:20]1. The yield is 1.00.